This data is from Full USPTO retrosynthesis dataset with 1.9M reactions from patents (1976-2016). The task is: Predict the reactants needed to synthesize the given product. (1) Given the product [CH3:1][N:2]1[CH2:8][CH2:7][CH:6]([O:9][C:14]2[CH:19]=[CH:18][C:17]([C:20]([F:23])([F:22])[F:21])=[CH:16][CH:15]=2)[C:5]2[CH:10]=[CH:11][O:12][C:4]=2[CH2:3]1, predict the reactants needed to synthesize it. The reactants are: [CH3:1][N:2]1[CH2:8][CH2:7][CH:6]([OH:9])[C:5]2[CH:10]=[CH:11][O:12][C:4]=2[CH2:3]1.F[C:14]1[CH:19]=[CH:18][C:17]([C:20]([F:23])([F:22])[F:21])=[CH:16][CH:15]=1. (2) The reactants are: CC1(C)C(C)(C)[O:5][B:4]([C:9]2[CH:10]=[C:11]3[C:24](=[CH:25][CH:26]=2)[C@@H:23]2[C@H:14]([C@H:15]4[C@@:19]([CH2:21][CH2:22]2)([CH3:20])[C:18](=[O:27])[CH2:17][CH2:16]4)[CH2:13][CH2:12]3)[O:3]1.[CH:29]([C:31]1[CH:32]=[C:33]([CH:37]=[CH:38][CH:39]=1)[C:34]([NH2:36])=[O:35])=O.[OH-].[K+].Cl. Given the product [C:34]([C:33]1[CH:32]=[C:31]([CH:39]=[CH:38][CH:37]=1)/[CH:29]=[C:17]1/[C:18](=[O:27])[C@:19]2([CH2:21][CH2:22][C@H:23]3[C@@H:14]([CH2:13][CH2:12][C:11]4[C:24]3=[CH:25][CH:26]=[C:9]([B:4]([OH:5])[OH:3])[CH:10]=4)[C@@H:15]2[CH2:16]/1)[CH3:20])(=[O:35])[NH2:36], predict the reactants needed to synthesize it. (3) Given the product [CH3:8][O:9][C:10]1[CH:11]=[CH:12][C:13]([C:16]2[CH:21]=[CH:20][C:19]([C:22]([NH:24][C@H:25]([C:34]([OH:36])=[O:35])[CH2:26][C:27]([OH:29])=[O:28])=[O:23])=[C:18]([NH:41][C:42]([NH:44][C:45]3[C:46]([CH3:53])=[CH:47][C:48]([CH3:52])=[CH:49][C:50]=3[CH3:51])=[O:43])[CH:17]=2)=[CH:14][CH:15]=1, predict the reactants needed to synthesize it. The reactants are: C(O)(C(F)(F)F)=O.[CH3:8][O:9][C:10]1[CH:15]=[CH:14][C:13]([C:16]2[CH:21]=[CH:20][C:19]([C:22]([NH:24][C@H:25]([C:34]([O:36]C(C)(C)C)=[O:35])[CH2:26][C:27]([O:29]C(C)(C)C)=[O:28])=[O:23])=[C:18]([NH:41][C:42]([NH:44][C:45]3[C:50]([CH3:51])=[CH:49][C:48]([CH3:52])=[CH:47][C:46]=3[CH3:53])=[O:43])[CH:17]=2)=[CH:12][CH:11]=1. (4) Given the product [Cl:1][C:2]1[CH:3]=[C:4]([CH2:33][C:36]#[N:37])[CH:5]=[N:6][C:7]=1[N:8]1[CH2:13][CH2:12][N:11]([C:14]2[CH:19]=[C:18]([C:20]3[CH:25]=[CH:24][C:23]([F:26])=[CH:22][CH:21]=3)[N:17]=[C:16]([N:27]3[CH2:31][CH2:30][CH2:29][CH:28]3[CH3:32])[N:15]=2)[CH2:10][CH2:9]1, predict the reactants needed to synthesize it. The reactants are: [Cl:1][C:2]1[CH:3]=[C:4]([CH2:33]O)[CH:5]=[N:6][C:7]=1[N:8]1[CH2:13][CH2:12][N:11]([C:14]2[CH:19]=[C:18]([C:20]3[CH:25]=[CH:24][C:23]([F:26])=[CH:22][CH:21]=3)[N:17]=[C:16]([N:27]3[CH2:31][CH2:30][CH2:29][CH:28]3[CH3:32])[N:15]=2)[CH2:10][CH2:9]1.C[CH2:36][N:37](CC)CC.CS(Cl)(=O)=O. (5) Given the product [NH2:43][C:38]1[CH:39]=[CH:40][CH:41]=[CH:42][C:37]=1[NH:36][C:34]([C:33]1[CH:32]=[C:31]([CH:46]=[CH:45][CH:44]=1)[CH2:30][NH:29][C:26]([C:22]1[C:23]2[C:18](=[CH:17][C:16]([O:15][C:6]3[C:5]4[C:10](=[CH:11][C:12]([O:13][CH3:14])=[C:3]([O:2][CH3:1])[CH:4]=4)[N:9]=[CH:8][N:7]=3)=[CH:25][CH:24]=2)[CH:19]=[CH:20][CH:21]=1)=[O:27])=[O:35], predict the reactants needed to synthesize it. The reactants are: [CH3:1][O:2][C:3]1[CH:4]=[C:5]2[C:10](=[CH:11][C:12]=1[O:13][CH3:14])[N:9]=[CH:8][N:7]=[C:6]2[O:15][C:16]1[CH:17]=[C:18]2[C:23](=[CH:24][CH:25]=1)[C:22]([C:26](O)=[O:27])=[CH:21][CH:20]=[CH:19]2.[NH2:29][CH2:30][C:31]1[CH:32]=[C:33]([CH:44]=[CH:45][CH:46]=1)[C:34]([NH:36][C:37]1[CH:42]=[CH:41][CH:40]=[CH:39][C:38]=1[NH2:43])=[O:35].